Predict the product of the given reaction. From a dataset of Forward reaction prediction with 1.9M reactions from USPTO patents (1976-2016). (1) Given the reactants [NH2:1][C:2]1[C:7]([F:8])=[CH:6][C:5]([C:9]2[CH:10]=[C:11]3[C:17]([C:18]4[CH:23]=[CH:22][CH:21]=[CH:20][C:19]=4[O:24][CH3:25])=[CH:16][N:15](S(C4C=CC(C)=CC=4)(=O)=O)[C:12]3=[N:13][CH:14]=2)=[CH:4][C:3]=1[C:36]([N:38]1[CH2:43][CH2:42][N:41]([CH2:44][CH2:45][N:46]([CH2:49][CH3:50])[CH2:47][CH3:48])[CH2:40][CH2:39]1)=[O:37].Cl.[CH3:52][N:53]([CH2:55][C:56](Cl)=[O:57])[CH3:54].CCN(C(C)C)C(C)C, predict the reaction product. The product is: [CH2:49]([N:46]([CH2:47][CH3:48])[CH2:45][CH2:44][N:41]1[CH2:40][CH2:39][N:38]([C:36]([C:3]2[CH:4]=[C:5]([C:9]3[CH:10]=[C:11]4[C:17]([C:18]5[CH:23]=[CH:22][CH:21]=[CH:20][C:19]=5[O:24][CH3:25])=[CH:16][NH:15][C:12]4=[N:13][CH:14]=3)[CH:6]=[C:7]([F:8])[C:2]=2[NH:1][C:56](=[O:57])[CH2:55][N:53]([CH3:54])[CH3:52])=[O:37])[CH2:43][CH2:42]1)[CH3:50]. (2) Given the reactants [CH3:1][O:2][C:3]1[CH:54]=[CH:53][CH:52]=[CH:51][C:4]=1[CH2:5][O:6][CH2:7][CH2:8][CH2:9][O:10][C:11]1[CH:16]=[CH:15][C:14]([CH:17]2[CH2:22][CH2:21][N:20]([C:23]([O:25][CH2:26][C:27]3[CH:32]=[CH:31][CH:30]=[CH:29][CH:28]=3)=[O:24])[CH2:19][CH:18]2[O:33][CH2:34][C:35]2[CH:40]=[CH:39][C:38]([C:41]([O:43]C)=[O:42])=[C:37]([O:45][CH2:46][CH2:47][CH2:48][O:49][CH3:50])[CH:36]=2)=[CH:13][CH:12]=1.O.Cl, predict the reaction product. The product is: [C:41]([C:38]1[CH:39]=[CH:40][C:35]([CH2:34][O:33][CH:18]2[CH:17]([C:14]3[CH:13]=[CH:12][C:11]([O:10][CH2:9][CH2:8][CH2:7][O:6][CH2:5][C:4]4[CH:51]=[CH:52][CH:53]=[CH:54][C:3]=4[O:2][CH3:1])=[CH:16][CH:15]=3)[CH2:22][CH2:21][N:20]([C:23]([O:25][CH2:26][C:27]3[CH:28]=[CH:29][CH:30]=[CH:31][CH:32]=3)=[O:24])[CH2:19]2)=[CH:36][C:37]=1[O:45][CH2:46][CH2:47][CH2:48][O:49][CH3:50])([OH:43])=[O:42]. (3) Given the reactants [NH2:1][C:2]1[N:7]=[CH:6][C:5]([C:8]2[O:9][C:10]3[CH:16]=[C:15]([OH:17])[CH:14]=[CH:13][C:11]=3[N:12]=2)=[CH:4][CH:3]=1.[C:18]([Si:22](Cl)([CH3:24])[CH3:23])([CH3:21])([CH3:20])[CH3:19].N1C=CN=C1, predict the reaction product. The product is: [Si:22]([O:17][C:15]1[CH:14]=[CH:13][C:11]2[N:12]=[C:8]([C:5]3[CH:4]=[CH:3][C:2]([NH2:1])=[N:7][CH:6]=3)[O:9][C:10]=2[CH:16]=1)([C:18]([CH3:21])([CH3:20])[CH3:19])([CH3:24])[CH3:23]. (4) The product is: [CH2:40]([O:44][C:45]1[CH:46]=[CH:47][C:48]([C:49]([NH:38][C@H:20]([C:21]2[N:22]([CH2:34][CH2:35][CH2:36][CH3:37])[CH:23]=[C:24]([C:26]3[CH:31]=[CH:30][C:29]([Cl:32])=[CH:28][C:27]=3[Cl:33])[N:25]=2)[CH2:19][C:16]2[CH:15]=[CH:14][C:13]([O:12][CH2:11][C:8]3[CH:7]=[CH:6][C:5]([C:4]([OH:3])=[O:39])=[CH:10][CH:9]=3)=[CH:18][CH:17]=2)=[O:50])=[CH:52][CH:53]=1)[CH2:41][CH2:42][CH3:43]. Given the reactants Cl.C[O:3][C:4](=[O:39])[C:5]1[CH:10]=[CH:9][C:8]([CH2:11][O:12][C:13]2[CH:18]=[CH:17][C:16]([CH2:19][C@H:20]([NH2:38])[C:21]3[N:22]([CH2:34][CH2:35][CH2:36][CH3:37])[CH:23]=[C:24]([C:26]4[CH:31]=[CH:30][C:29]([Cl:32])=[CH:28][C:27]=4[Cl:33])[N:25]=3)=[CH:15][CH:14]=2)=[CH:7][CH:6]=1.[CH2:40]([O:44][C:45]1[CH:53]=[CH:52][C:48]([C:49](O)=[O:50])=[CH:47][CH:46]=1)[CH2:41][CH2:42][CH3:43], predict the reaction product. (5) Given the reactants [NH4+:1].[C:2]([O-:10])(=O)[C:3]1[CH:8]=[CH:7][CH:6]=[N:5][CH:4]=1, predict the reaction product. The product is: [C:2]([NH2:1])(=[O:10])[C:3]1[CH:8]=[CH:7][CH:6]=[N:5][CH:4]=1.